This data is from NCI-60 drug combinations with 297,098 pairs across 59 cell lines. The task is: Regression. Given two drug SMILES strings and cell line genomic features, predict the synergy score measuring deviation from expected non-interaction effect. (1) Drug 1: CNC(=O)C1=CC=CC=C1SC2=CC3=C(C=C2)C(=NN3)C=CC4=CC=CC=N4. Drug 2: CC1CCC2CC(C(=CC=CC=CC(CC(C(=O)C(C(C(=CC(C(=O)CC(OC(=O)C3CCCCN3C(=O)C(=O)C1(O2)O)C(C)CC4CCC(C(C4)OC)OCCO)C)C)O)OC)C)C)C)OC. Cell line: NCI-H226. Synergy scores: CSS=8.41, Synergy_ZIP=-4.00, Synergy_Bliss=-3.08, Synergy_Loewe=-6.57, Synergy_HSA=-3.46. (2) Drug 1: CC1C(C(CC(O1)OC2CC(CC3=C2C(=C4C(=C3O)C(=O)C5=C(C4=O)C(=CC=C5)OC)O)(C(=O)C)O)N)O.Cl. Drug 2: CC1=C(C=C(C=C1)NC(=O)C2=CC=C(C=C2)CN3CCN(CC3)C)NC4=NC=CC(=N4)C5=CN=CC=C5. Cell line: SF-268. Synergy scores: CSS=30.9, Synergy_ZIP=1.34, Synergy_Bliss=8.73, Synergy_Loewe=-4.87, Synergy_HSA=5.80. (3) Drug 1: CC(C1=C(C=CC(=C1Cl)F)Cl)OC2=C(N=CC(=C2)C3=CN(N=C3)C4CCNCC4)N. Drug 2: C1CCC(CC1)NC(=O)N(CCCl)N=O. Cell line: SK-MEL-28. Synergy scores: CSS=35.5, Synergy_ZIP=10.2, Synergy_Bliss=8.01, Synergy_Loewe=2.41, Synergy_HSA=3.71. (4) Drug 1: C1C(C(OC1N2C=NC3=C(N=C(N=C32)Cl)N)CO)O. Drug 2: COC1=NC(=NC2=C1N=CN2C3C(C(C(O3)CO)O)O)N. Cell line: ACHN. Synergy scores: CSS=32.6, Synergy_ZIP=-2.23, Synergy_Bliss=-3.09, Synergy_Loewe=-47.7, Synergy_HSA=-3.73. (5) Drug 1: CNC(=O)C1=CC=CC=C1SC2=CC3=C(C=C2)C(=NN3)C=CC4=CC=CC=N4. Drug 2: CN(CC1=CN=C2C(=N1)C(=NC(=N2)N)N)C3=CC=C(C=C3)C(=O)NC(CCC(=O)O)C(=O)O. Cell line: OVCAR-5. Synergy scores: CSS=16.9, Synergy_ZIP=1.10, Synergy_Bliss=3.83, Synergy_Loewe=-8.02, Synergy_HSA=2.33. (6) Drug 1: C1=CC(=CC=C1CCC2=CNC3=C2C(=O)NC(=N3)N)C(=O)NC(CCC(=O)O)C(=O)O. Drug 2: C1=C(C(=O)NC(=O)N1)N(CCCl)CCCl. Cell line: NCI-H322M. Synergy scores: CSS=5.37, Synergy_ZIP=-2.28, Synergy_Bliss=-4.51, Synergy_Loewe=-30.2, Synergy_HSA=-5.96. (7) Drug 1: CN1CCC(CC1)COC2=C(C=C3C(=C2)N=CN=C3NC4=C(C=C(C=C4)Br)F)OC. Drug 2: CCCS(=O)(=O)NC1=C(C(=C(C=C1)F)C(=O)C2=CNC3=C2C=C(C=N3)C4=CC=C(C=C4)Cl)F. Cell line: SN12C. Synergy scores: CSS=2.32, Synergy_ZIP=-2.14, Synergy_Bliss=-3.42, Synergy_Loewe=-12.3, Synergy_HSA=-4.92. (8) Drug 1: CC1=CC2C(CCC3(C2CCC3(C(=O)C)OC(=O)C)C)C4(C1=CC(=O)CC4)C. Drug 2: CC1C(C(=O)NC(C(=O)N2CCCC2C(=O)N(CC(=O)N(C(C(=O)O1)C(C)C)C)C)C(C)C)NC(=O)C3=C4C(=C(C=C3)C)OC5=C(C(=O)C(=C(C5=N4)C(=O)NC6C(OC(=O)C(N(C(=O)CN(C(=O)C7CCCN7C(=O)C(NC6=O)C(C)C)C)C)C(C)C)C)N)C. Cell line: SW-620. Synergy scores: CSS=40.1, Synergy_ZIP=23.7, Synergy_Bliss=26.5, Synergy_Loewe=23.8, Synergy_HSA=23.8.